Task: Predict the product of the given reaction.. Dataset: Forward reaction prediction with 1.9M reactions from USPTO patents (1976-2016) Given the reactants [F:1][C:2]1[CH:7]=[CH:6][CH:5]=[CH:4][C:3]=1B(O)O.Br[C:12]1[CH:13]=[CH:14][CH:15]=[C:16]2[C:20]=1[NH:19][CH:18]=[CH:17]2.[Li+].[Cl-].C([O-])([O-])=O.[Na+].[Na+], predict the reaction product. The product is: [F:1][C:2]1[CH:7]=[CH:6][CH:5]=[CH:4][C:3]=1[C:12]1[CH:13]=[CH:14][CH:15]=[C:16]2[C:20]=1[NH:19][CH:18]=[CH:17]2.